The task is: Predict the reactants needed to synthesize the given product.. This data is from Full USPTO retrosynthesis dataset with 1.9M reactions from patents (1976-2016). (1) The reactants are: [CH:1]1[C:10]2[C:5](=[CH:6][CH:7]=[CH:8][CH:9]=2)[CH:4]=[CH:3][C:2]=1[OH:11].[Cl-].[CH:13](=[N+:20]([CH3:22])[CH3:21])[C:14]1[CH:19]=[CH:18][CH:17]=[CH:16][CH:15]=1.[CH3:23][O:24][C:25]1[CH:32]=[CH:31][C:28]([CH2:29]Cl)=[CH:27][CH:26]=1. Given the product [CH3:23][O:24][C:25]1[CH:32]=[CH:31][C:28]([CH2:29][O:11][C:2]2[CH:3]=[CH:4][C:5]3[C:10](=[CH:9][CH:8]=[CH:7][CH:6]=3)[C:1]=2[CH:13]([N:20]([CH3:22])[CH3:21])[C:14]2[CH:19]=[CH:18][CH:17]=[CH:16][CH:15]=2)=[CH:27][CH:26]=1, predict the reactants needed to synthesize it. (2) Given the product [CH3:50][O:51][C:52]1[CH:53]=[C:54]([C:60]2[C@@H:69]3[C@@H:64]([CH2:65][CH2:66][CH2:67][CH2:68]3)[C:63](=[O:70])[N:62]([CH:71]3[CH2:72][CH2:73][N:74]([C:14](=[O:16])[C@H:9]([NH:8][C:6](=[O:7])[O:5][C:1]([CH3:2])([CH3:3])[CH3:4])[C:10]([CH3:11])([CH3:12])[CH3:13])[CH2:75][CH2:76]3)[N:61]=2)[CH:55]=[CH:56][C:57]=1[O:58][CH3:59], predict the reactants needed to synthesize it. The reactants are: [C:1]([O:5][C:6]([NH:8][C@@H:9]([C:14]([OH:16])=O)[C:10]([CH3:13])([CH3:12])[CH3:11])=[O:7])([CH3:4])([CH3:3])[CH3:2].[B-](F)(F)(F)F.CCOC(C(C#N)=NOC(N(C)C)=[N+](C)C)=O.C1C=NC2N(O)N=NC=2C=1.Cl.[CH3:50][O:51][C:52]1[CH:53]=[C:54]([C:60]2[C@@H:69]3[C@@H:64]([CH2:65][CH2:66][CH2:67][CH2:68]3)[C:63](=[O:70])[N:62]([CH:71]3[CH2:76][CH2:75][NH:74][CH2:73][CH2:72]3)[N:61]=2)[CH:55]=[CH:56][C:57]=1[O:58][CH3:59].CCN(C(C)C)C(C)C. (3) Given the product [C:13]([N:16]1[CH2:21][CH2:20][N:19]([C:22]([C:24]2([C:43]#[N:45])[NH:28][C:27]3[CH:29]=[C:30]([CH3:40])[C:31]([C:34]4[CH:39]=[CH:38][CH:37]=[CH:36][CH:35]=4)=[C:32]([N:9]4[CH2:10][CH2:11][C@H:7]([N:6]([CH3:12])[CH3:5])[CH2:8]4)[C:26]=3[O:25]2)=[O:23])[CH2:18][CH2:17]1)(=[O:15])[CH3:14], predict the reactants needed to synthesize it. The reactants are: CS(C)=O.[CH3:5][N:6]([CH3:12])[C@H:7]1[CH2:11][CH2:10][NH:9][CH2:8]1.[C:13]([N:16]1[CH2:21][CH2:20][N:19]([C:22]([C:24]2[O:25][C:26]3[C:27](=[C:29](C#N)[C:30]([CH3:40])=[C:31]([C:34]4[CH:39]=[CH:38][CH:37]=[CH:36][CH:35]=4)[C:32]=3F)[N:28]=2)=[O:23])[CH2:18][CH2:17]1)(=[O:15])[CH3:14].[CH2:43]([N:45](CC)CC)C. (4) Given the product [Cl:1][C:2]1[CH:7]=[CH:6][C:5]([C:8]2[S:9][CH:10]=[C:11]([C:13]3([CH2:20][NH:21][C:32](=[O:33])[C:31]4[CH:35]=[CH:36][CH:37]=[C:29]([C:26]5[N:25]=[C:24]([C:23]([F:39])([F:38])[F:22])[O:28][N:27]=5)[CH:30]=4)[CH2:14][CH2:15][N:16]([CH3:19])[CH2:17][CH2:18]3)[N:12]=2)=[CH:4][CH:3]=1, predict the reactants needed to synthesize it. The reactants are: [Cl:1][C:2]1[CH:7]=[CH:6][C:5]([C:8]2[S:9][CH:10]=[C:11]([C:13]3([CH2:20][NH2:21])[CH2:18][CH2:17][N:16]([CH3:19])[CH2:15][CH2:14]3)[N:12]=2)=[CH:4][CH:3]=1.[F:22][C:23]([F:39])([F:38])[C:24]1[O:28][N:27]=[C:26]([C:29]2[CH:30]=[C:31]([CH:35]=[CH:36][CH:37]=2)[C:32](O)=[O:33])[N:25]=1. (5) Given the product [CH3:6][C:2](=[CH2:1])[C:3]([O:5][CH2:8][Si:9]([CH3:12])([CH3:11])[CH3:10])=[O:4], predict the reactants needed to synthesize it. The reactants are: [CH3:1][C:2](=[CH2:6])[C:3]([OH:5])=[O:4].Cl[CH2:8][Si:9]([CH3:12])([CH3:11])[CH3:10].C(=O)([O-])[O-].[K+].[K+]. (6) Given the product [CH3:21][C:20]1[CH:19]=[CH:18][N:17]=[CH:16][C:15]=1[N:3]1[CH2:4][CH2:5][C:6]2[C:11](=[CH:10][C:9]([C:12]#[N:13])=[CH:8][CH:7]=2)[C:2]1=[O:1], predict the reactants needed to synthesize it. The reactants are: [O:1]=[C:2]1[C:11]2[C:6](=[CH:7][CH:8]=[C:9]([C:12]#[N:13])[CH:10]=2)[CH2:5][CH2:4][NH:3]1.I[C:15]1[CH:16]=[N:17][CH:18]=[CH:19][C:20]=1[CH3:21].P([O-])([O-])([O-])=O.[K+].[K+].[K+].